This data is from Forward reaction prediction with 1.9M reactions from USPTO patents (1976-2016). The task is: Predict the product of the given reaction. (1) Given the reactants [F:1][C:2]1[C:3]([C:22]([NH:24][CH2:25][C:26]2([C:32]3[CH:37]=[CH:36][CH:35]=[CH:34][CH:33]=3)[CH2:31][CH2:30][NH:29][CH2:28][CH2:27]2)=[O:23])=[N:4][CH:5]=[CH:6][C:7]=1[S:8][C:9]1[S:13][C:12]([NH:14][C:15]2[CH:20]=[C:19]([CH3:21])[CH:18]=[CH:17][N:16]=2)=[N:11][CH:10]=1.Cl[C:39]([O:41][CH2:42][CH2:43][O:44][CH3:45])=[O:40], predict the reaction product. The product is: [F:1][C:2]1[C:3]([C:22]([NH:24][CH2:25][C:26]2([C:32]3[CH:33]=[CH:34][CH:35]=[CH:36][CH:37]=3)[CH2:27][CH2:28][N:29]([C:39]([O:41][CH2:42][CH2:43][O:44][CH3:45])=[O:40])[CH2:30][CH2:31]2)=[O:23])=[N:4][CH:5]=[CH:6][C:7]=1[S:8][C:9]1[S:13][C:12]([NH:14][C:15]2[CH:20]=[C:19]([CH3:21])[CH:18]=[CH:17][N:16]=2)=[N:11][CH:10]=1. (2) Given the reactants Cl[C:2]1[C:11]2[C:6](=[CH:7][CH:8]=[CH:9][C:10]=2[F:12])[N:5]=[CH:4][N:3]=1.[NH2:13][C:14]1[CH:19]=[CH:18][C:17]([OH:20])=[C:16]([Cl:21])[CH:15]=1.CC1C=C(NC2C3C(=CC=CC=3F)N=CN=2)C=CC=1O, predict the reaction product. The product is: [Cl:21][C:16]1[CH:15]=[C:14]([NH:13][C:2]2[C:11]3[C:6](=[CH:7][CH:8]=[CH:9][C:10]=3[F:12])[N:5]=[CH:4][N:3]=2)[CH:19]=[CH:18][C:17]=1[OH:20]. (3) Given the reactants Cl[CH2:2][C:3]1[CH:8]=[CH:7][C:6]([O:9][CH3:10])=[CH:5][CH:4]=1.[CH:11]1([C:14]2[C:15]([N:24]3[CH2:29][CH2:28][N:27]([C:30]([O:32][C:33]([CH3:36])([CH3:35])[CH3:34])=[O:31])[CH2:26][CH2:25]3)=[C:16]3[C:22]([I:23])=[N:21][NH:20][C:17]3=[N:18][CH:19]=2)[CH2:13][CH2:12]1.C(=O)([O-])[O-].[K+].[K+].CCOC(C)=O, predict the reaction product. The product is: [CH:11]1([C:14]2[C:15]([N:24]3[CH2:29][CH2:28][N:27]([C:30]([O:32][C:33]([CH3:36])([CH3:35])[CH3:34])=[O:31])[CH2:26][CH2:25]3)=[C:16]3[C:22]([I:23])=[N:21][N:20]([CH2:2][C:3]4[CH:8]=[CH:7][C:6]([O:9][CH3:10])=[CH:5][CH:4]=4)[C:17]3=[N:18][CH:19]=2)[CH2:12][CH2:13]1. (4) Given the reactants [CH3:1][S:2]([C:5]1[CH:10]=[CH:9][C:8]([OH:11])=[CH:7][CH:6]=1)(=[O:4])=[O:3].[C:12](O)(C(F)(F)F)=[O:13], predict the reaction product. The product is: [OH:11][C:8]1[CH:9]=[CH:10][C:5]([S:2]([CH3:1])(=[O:3])=[O:4])=[CH:6][C:7]=1[CH:12]=[O:13].